Dataset: Full USPTO retrosynthesis dataset with 1.9M reactions from patents (1976-2016). Task: Predict the reactants needed to synthesize the given product. Given the product [NH2:1][C:2]1[CH:27]=[CH:26][C:5]2=[CH:6][CH:7]=[C:8]3[C:12]([N:11]([C:13]4[CH:18]=[CH:17][C:16]([O:19][O:20][S:21][NH2:22])=[CH:15][CH:14]=4)[N:10]=[C:9]3[C:23]([NH2:25])=[O:24])=[C:4]2[CH:3]=1, predict the reactants needed to synthesize it. The reactants are: [NH2:1][C:2]1[CH:27]=[CH:26][C:5]2[CH2:6][CH2:7][C:8]3[C:9]([C:23]([NH2:25])=[O:24])=[N:10][N:11]([C:13]4[CH:18]=[CH:17][C:16]([O:19][O:20][S:21][NH2:22])=[CH:15][CH:14]=4)[C:12]=3[C:4]=2[CH:3]=1.CN1C(=O)CCC1.